Predict which catalyst facilitates the given reaction. From a dataset of Catalyst prediction with 721,799 reactions and 888 catalyst types from USPTO. Product: [NH2:2][C:3]1[C:8]2[CH:9]=[CH:10][O:11][C:7]=2[CH:6]=[CH:5][C:4]=1[Br:13]. Reactant: Cl.[NH2:2][C:3]1[C:8]2[CH:9](O)[CH2:10][O:11][C:7]=2[CH:6]=[CH:5][C:4]=1[Br:13]. The catalyst class is: 21.